Dataset: Experimentally validated miRNA-target interactions with 360,000+ pairs, plus equal number of negative samples. Task: Binary Classification. Given a miRNA mature sequence and a target amino acid sequence, predict their likelihood of interaction. The miRNA is mmu-miR-29b-3p with sequence UAGCACCAUUUGAAAUCAGUGUU. The protein sequence of the target gene is MKSLQFCFLFCCWKAICCNSCELTNITITVEKEECNFCISINTTWCAGYCYTRDLVYKDPARPNIQKTCTFKELVYETVKVPGCAHHADSLYTYPVATECHCGKCDSDSTDCTVRGLGPSYCSFSEMKE. Result: 0 (no interaction).